From a dataset of Full USPTO retrosynthesis dataset with 1.9M reactions from patents (1976-2016). Predict the reactants needed to synthesize the given product. (1) Given the product [NH2:9][C@@:8]1([C:3]2[CH:4]=[CH:5][CH:6]=[CH:7][C:2]=2[F:1])[CH2:15][C@H:14]([O:16][CH3:17])[CH2:13][C@H:12]1[CH2:11][OH:10], predict the reactants needed to synthesize it. The reactants are: [F:1][C:2]1[CH:7]=[CH:6][CH:5]=[CH:4][C:3]=1[C@:8]12[CH2:15][C@H:14]([O:16][CH3:17])[CH2:13][C@H:12]1[CH2:11][O:10][NH:9]2. (2) The reactants are: [NH:1]1[CH2:6][CH2:5][O:4][CH2:3][CH2:2]1.[Cl:7][C:8]1[C:13]([N+:14]([O-:16])=[O:15])=[C:12](Cl)[N:11]=[C:10]([S:18][CH2:19][CH2:20][CH3:21])[N:9]=1.C(N(CC)C(C)C)(C)C. Given the product [Cl:7][C:8]1[N:9]=[C:10]([S:18][CH2:19][CH2:20][CH3:21])[N:11]=[C:12]([N:1]2[CH2:6][CH2:5][O:4][CH2:3][CH2:2]2)[C:13]=1[N+:14]([O-:16])=[O:15], predict the reactants needed to synthesize it. (3) Given the product [CH3:28][O:27][C:25](=[O:26])[CH2:24][CH2:23][CH2:22][CH2:21][CH2:20][O:10][C:7]1[CH:8]=[CH:9][C:4]([N+:1]([O-:3])=[O:2])=[CH:5][CH:6]=1, predict the reactants needed to synthesize it. The reactants are: [N+:1]([C:4]1[CH:9]=[CH:8][C:7]([OH:10])=[CH:6][CH:5]=1)([O-:3])=[O:2].C(=O)([O-])[O-].[K+].[K+].[I-].[Na+].Br[CH2:20][CH2:21][CH2:22][CH2:23][CH2:24][C:25]([O:27][CH3:28])=[O:26]. (4) Given the product [NH2:1][C:4]1[C:9]([CH2:10][OH:11])=[CH:8][CH:7]=[CH:6][C:5]=1[CH2:12][OH:13], predict the reactants needed to synthesize it. The reactants are: [N+:1]([C:4]1[C:9]([CH2:10][OH:11])=[CH:8][CH:7]=[CH:6][C:5]=1[CH2:12][OH:13])([O-])=O.O.NN. (5) Given the product [CH2:1]([O:3][C:4]([CH:6]1[CH2:11][CH2:10][CH:9]([O:12][Si:22]([C:18]([CH3:21])([CH3:20])[CH3:19])([CH3:25])[CH3:24])[CH2:8][CH2:7]1)=[O:5])[CH3:2], predict the reactants needed to synthesize it. The reactants are: [CH2:1]([O:3][C:4]([CH:6]1[CH2:11][CH2:10][CH:9]([OH:12])[CH2:8][CH2:7]1)=[O:5])[CH3:2].N1C=CN=C1.[C:18]([Si:22]([CH3:25])([CH3:24])Cl)([CH3:21])([CH3:20])[CH3:19]. (6) Given the product [CH3:27][S:24]([O:23][C:20]1[CH:21]=[CH:22][C:16]2[O:15][CH2:14][CH:13]([CH2:12][NH:28][CH2:29][CH2:30][OH:31])[O:18][C:17]=2[CH:19]=1)(=[O:25])=[O:26], predict the reactants needed to synthesize it. The reactants are: CC1C=CC(S(O[CH2:12][CH:13]2[O:18][C:17]3[CH:19]=[C:20]([O:23][S:24]([CH3:27])(=[O:26])=[O:25])[CH:21]=[CH:22][C:16]=3[O:15][CH2:14]2)(=O)=O)=CC=1.[NH2:28][CH2:29][CH2:30][OH:31]. (7) The reactants are: S1C2C=CC=CC=2N=C1COC1C2C=C(F)C=CC=2SC=1C(NC(C)(C)C(O)=O)=O.C[O:32][C:33](=[O:62])[C:34]([NH:37][C:38]([C:40]1[S:44][C:43]2[CH:45]=[CH:46][C:47]([F:49])=[CH:48][C:42]=2[C:41]=1[O:50][CH2:51][C:52]1[CH:53]=[N:54][C:55]([C:58]([F:61])([F:60])[F:59])=[CH:56][CH:57]=1)=[O:39])([CH3:36])[CH3:35]. Given the product [F:49][C:47]1[CH:46]=[CH:45][C:43]2[S:44][C:40]([C:38]([NH:37][C:34]([CH3:35])([CH3:36])[C:33]([OH:62])=[O:32])=[O:39])=[C:41]([O:50][CH2:51][C:52]3[CH:53]=[N:54][C:55]([C:58]([F:60])([F:59])[F:61])=[CH:56][CH:57]=3)[C:42]=2[CH:48]=1, predict the reactants needed to synthesize it. (8) The reactants are: [C:1]([C:4]1[CH:5]=[C:6]([C@:11]([NH:30][C:31]([NH:33][CH2:34][C:35]([F:38])([F:37])[F:36])=[O:32])([C:19]2[CH:24]=[CH:23][C:22]([F:25])=[C:21]([C:26]([F:29])([F:28])[F:27])[CH:20]=2)[CH2:12][C:13]2[CH:18]=[CH:17][CH:16]=[CH:15][CH:14]=2)[CH:7]=[C:8]([F:10])[CH:9]=1)(=[O:3])[CH3:2].[CH3:39][Li]. Given the product [F:25][C:22]1[CH:23]=[CH:24][C:19]([C@@:11]([NH:30][C:31]([NH:33][CH2:34][C:35]([F:38])([F:36])[F:37])=[O:32])([C:6]2[CH:5]=[C:4]([C:1]([OH:3])([CH3:39])[CH3:2])[CH:9]=[C:8]([F:10])[CH:7]=2)[CH2:12][C:13]2[CH:14]=[CH:15][CH:16]=[CH:17][CH:18]=2)=[CH:20][C:21]=1[C:26]([F:27])([F:28])[F:29], predict the reactants needed to synthesize it. (9) Given the product [C:1]([O:5][C:6](=[O:28])[NH:7][C@@H:8]([C:11]1[CH:16]=[CH:15][C:14]([Cl:17])=[C:13]([C:18]([C:20]2[CH:21]=[N:22][C:23]([NH2:29])=[CH:24][CH:25]=2)=[O:19])[C:12]=1[F:27])[CH2:9][CH3:10])([CH3:4])([CH3:3])[CH3:2], predict the reactants needed to synthesize it. The reactants are: [C:1]([O:5][C:6](=[O:28])[NH:7][C@@H:8]([C:11]1[CH:16]=[CH:15][C:14]([Cl:17])=[C:13]([C:18]([C:20]2[CH:21]=[N:22][C:23](Cl)=[CH:24][CH:25]=2)=[O:19])[C:12]=1[F:27])[CH2:9][CH3:10])([CH3:4])([CH3:3])[CH3:2].[NH3:29].